Dataset: Full USPTO retrosynthesis dataset with 1.9M reactions from patents (1976-2016). Task: Predict the reactants needed to synthesize the given product. (1) Given the product [Cl:2][C:3]1[CH:4]=[N:5][N:6]([C:8]2[CH:22]=[CH:21][C:11]([O:12][CH2:13][CH:14]3[CH:19]([NH:20][S:33]([CH:30]4[CH2:32][CH2:31]4)(=[O:35])=[O:34])[CH2:18][CH2:17][O:16][CH2:15]3)=[CH:10][CH:9]=2)[CH:7]=1, predict the reactants needed to synthesize it. The reactants are: Cl.[Cl:2][C:3]1[CH:4]=[N:5][N:6]([C:8]2[CH:22]=[CH:21][C:11]([O:12][CH2:13][CH:14]3[CH:19]([NH2:20])[CH2:18][CH2:17][O:16][CH2:15]3)=[CH:10][CH:9]=2)[CH:7]=1.CCN(CC)CC.[CH:30]1([S:33](Cl)(=[O:35])=[O:34])[CH2:32][CH2:31]1.C1CCN2C(=NCCC2)CC1. (2) Given the product [N:1]1([CH2:6][CH2:7][O:8][C:24]2[CH:23]=[C:22]([NH:21][C@@H:18]3[CH2:19][CH2:20][C@H:15]([C:13]([NH:12][CH:9]([CH3:11])[CH3:10])=[O:14])[CH2:16][CH2:17]3)[C:27]([N+:28]([O-:30])=[O:29])=[CH:26][N:25]=2)[CH:5]=[N:4][CH:3]=[N:2]1, predict the reactants needed to synthesize it. The reactants are: [N:1]1([CH2:6][CH2:7][OH:8])[CH:5]=[N:4][CH:3]=[N:2]1.[CH:9]([NH:12][C:13]([C@H:15]1[CH2:20][CH2:19][C@@H:18]([NH:21][C:22]2[C:27]([N+:28]([O-:30])=[O:29])=[CH:26][N:25]=[C:24](OCCOC)[CH:23]=2)[CH2:17][CH2:16]1)=[O:14])([CH3:11])[CH3:10]. (3) The reactants are: C([O:4][C@H:5]1[CH2:10][CH2:9][C@@:8]([C@H:12]2[CH2:20][CH2:19][C:18]3[C:17]([CH3:22])([CH3:21])[CH2:16][CH2:15][C:14]=3[C@@H:13]2[CH2:23][NH:24][C:25](=[O:27])[CH3:26])([CH3:11])[C@@H:7]([CH2:28][O:29]C(=O)C)[CH2:6]1)(=O)C.[OH-].[Na+]. Given the product [OH:4][C@H:5]1[CH2:10][CH2:9][C@@:8]([C@H:12]2[CH2:20][CH2:19][C:18]3[C:17]([CH3:21])([CH3:22])[CH2:16][CH2:15][C:14]=3[C@@H:13]2[CH2:23][NH:24][C:25](=[O:27])[CH3:26])([CH3:11])[C@@H:7]([CH2:28][OH:29])[CH2:6]1, predict the reactants needed to synthesize it. (4) Given the product [C:58]([C:2]1[CH:3]=[C:4]([CH:31]=[C:32]([N+:34]([O-:36])=[O:35])[CH:33]=1)[O:5][C:6]1[N:7]=[C:8]([NH:17][C:18]2[CH:19]=[CH:20][C:21]([N:24]3[CH2:29][CH2:28][N:27]([CH3:30])[CH2:26][CH2:25]3)=[CH:22][CH:23]=2)[C:9]([C:14]([NH2:16])=[O:15])=[N:10][C:11]=1[CH2:12][CH3:13])#[N:59], predict the reactants needed to synthesize it. The reactants are: Br[C:2]1[CH:3]=[C:4]([CH:31]=[C:32]([N+:34]([O-:36])=[O:35])[CH:33]=1)[O:5][C:6]1[N:7]=[C:8]([NH:17][C:18]2[CH:23]=[CH:22][C:21]([N:24]3[CH2:29][CH2:28][N:27]([CH3:30])[CH2:26][CH2:25]3)=[CH:20][CH:19]=2)[C:9]([C:14]([NH2:16])=[O:15])=[N:10][C:11]=1[CH2:12][CH3:13].C1(C2C=CC=CC=2)C=CC=CC=1P(C(C)(C)C)C(C)(C)C.[CH3:58][N:59](C)C(=O)C. (5) Given the product [S:18]1[C:22]2[CH:23]=[C:24]([NH:27][C:2]3[CH:7]=[C:6]([C:8]4[CH:13]=[C:12]([Cl:14])[CH:11]=[CH:10][C:9]=4[O:15][CH3:16])[N:5]=[C:4]([NH2:17])[N:3]=3)[CH:25]=[CH:26][C:21]=2[N:20]=[CH:19]1, predict the reactants needed to synthesize it. The reactants are: Cl[C:2]1[CH:7]=[C:6]([C:8]2[CH:13]=[C:12]([Cl:14])[CH:11]=[CH:10][C:9]=2[O:15][CH3:16])[N:5]=[C:4]([NH2:17])[N:3]=1.[S:18]1[C:22]2[CH:23]=[C:24]([NH2:27])[CH:25]=[CH:26][C:21]=2[N:20]=[CH:19]1. (6) Given the product [Br:36][C:37]1[CH:42]=[CH:41][C:40]([CH3:44])=[C:39]([CH:6]2[C:7](=[O:8])[C:2]([CH3:12])([CH3:1])[O:3][C:4]([CH3:11])([CH3:10])[C:5]2=[O:9])[CH:38]=1, predict the reactants needed to synthesize it. The reactants are: [CH3:1][C:2]1([CH3:12])[C:7](=[O:8])[CH2:6][C:5](=[O:9])[C:4]([CH3:11])([CH3:10])[O:3]1.C(Cl)(Cl)Cl.C1(C)C=CC=CC=1.C([O-])(=O)C.C([O-])(=O)C.C([O-])(=O)C.[Br:36][C:37]1[CH:38]=[CH:39][C:40]([CH3:44])=[C:41]([Pb+3])[CH:42]=1. (7) Given the product [CH3:35][C:36]1[C:44]([O:45][C@H:3]2[CH2:2][CH2:7][CH2:6][C@H:5]([NH2:8])[CH2:4]2)=[CH:43][CH:42]=[C:41]2[C:37]=1[CH:38]=[N:39][NH:40]2, predict the reactants needed to synthesize it. The reactants are: O[C@H:2]1[CH2:7][CH2:6][C@H:5]([N:8]2C(=O)C3C(=CC=CC=3)C2=O)[CH2:4][CH2:3]1.C(OC1C=C(C)C(NC(=O)C)=CC=1C)(=O)C.[CH3:35][C:36]1[C:44]([OH:45])=[CH:43][CH:42]=[C:41]2[C:37]=1[CH:38]=[N:39][NH:40]2. (8) Given the product [CH2:7]([O:9][C:10]1[CH:17]=[CH:16][C:15]([S:18]([N:21]2[CH2:22][CH2:23][N:24]([CH2:27][CH3:28])[CH2:25][CH2:26]2)(=[O:20])=[O:19])=[CH:14][C:11]=1[C:12]([NH2:6])=[NH:13])[CH3:8], predict the reactants needed to synthesize it. The reactants are: C[Al](C)C.[Cl-].[NH4+:6].[CH2:7]([O:9][C:10]1[CH:17]=[CH:16][C:15]([S:18]([N:21]2[CH2:26][CH2:25][N:24]([CH2:27][CH3:28])[CH2:23][CH2:22]2)(=[O:20])=[O:19])=[CH:14][C:11]=1[C:12]#[N:13])[CH3:8]. (9) Given the product [CH3:32][N:31]1[C:9]([CH3:8])=[CH:10][C:26](=[O:27])[N:28]([CH3:33])[C:29]1=[O:30], predict the reactants needed to synthesize it. The reactants are: CC1OC(C2NC3C(=CC=CC=3)N3[C:8]2=[C:9]2[N:31]([CH3:32])[C:29](=[O:30])[N:28]([CH3:33])[C:26](=[O:27])[C:10]2=C3C2C=CC=CC=2)=CC=1.CC1NC(=O)NC(=O)C=1.COS(OC)(=O)=O.